From a dataset of Forward reaction prediction with 1.9M reactions from USPTO patents (1976-2016). Predict the product of the given reaction. Given the reactants [CH3:1][C:2]1[N:7]=[CH:6][C:5]([CH2:8][CH2:9][N:10]([C:12]2[CH:21]=[CH:20][C:15]([C:16]([O:18]C)=[O:17])=[CH:14][CH:13]=2)N)=[CH:4][CH:3]=1.[CH3:22][N:23]1[CH2:28][CH2:27][C:26](=O)[CH2:25][CH2:24]1, predict the reaction product. The product is: [CH3:22][N:23]1[CH2:28][CH2:27][C:26]2[N:10]([CH2:9][CH2:8][C:5]3[CH:6]=[N:7][C:2]([CH3:1])=[CH:3][CH:4]=3)[C:12]3[CH:21]=[CH:20][C:15]([C:16]([OH:18])=[O:17])=[CH:14][C:13]=3[C:25]=2[CH2:24]1.